Dataset: CYP2C9 inhibition data for predicting drug metabolism from PubChem BioAssay. Task: Regression/Classification. Given a drug SMILES string, predict its absorption, distribution, metabolism, or excretion properties. Task type varies by dataset: regression for continuous measurements (e.g., permeability, clearance, half-life) or binary classification for categorical outcomes (e.g., BBB penetration, CYP inhibition). Dataset: cyp2c9_veith. (1) The drug is O=S(=O)(NCc1cc(-c2ccc(Cl)cc2)no1)c1ccc(Cl)cc1. The result is 1 (inhibitor). (2) The compound is O=C(NCCc1ccccc1)C(=O)NCC1(c2ccccc2)CCCC1. The result is 0 (non-inhibitor). (3) The drug is N#C[C@H](C(=O)O)C(c1c(Cl)cccc1Cl)[C@H](C#N)C(=O)O. The result is 0 (non-inhibitor).